Task: Regression. Given two drug SMILES strings and cell line genomic features, predict the synergy score measuring deviation from expected non-interaction effect.. Dataset: NCI-60 drug combinations with 297,098 pairs across 59 cell lines (1) Drug 1: C1CN1C2=NC(=NC(=N2)N3CC3)N4CC4. Drug 2: C1C(C(OC1N2C=NC3=C2NC=NCC3O)CO)O. Cell line: HCC-2998. Synergy scores: CSS=33.7, Synergy_ZIP=2.30, Synergy_Bliss=2.40, Synergy_Loewe=1.37, Synergy_HSA=6.43. (2) Drug 1: CC1=C(C=C(C=C1)NC2=NC=CC(=N2)N(C)C3=CC4=NN(C(=C4C=C3)C)C)S(=O)(=O)N.Cl. Drug 2: CC1=C(C=C(C=C1)C(=O)NC2=CC(=CC(=C2)C(F)(F)F)N3C=C(N=C3)C)NC4=NC=CC(=N4)C5=CN=CC=C5. Cell line: SNB-75. Synergy scores: CSS=5.03, Synergy_ZIP=-0.893, Synergy_Bliss=2.69, Synergy_Loewe=1.86, Synergy_HSA=1.91. (3) Drug 1: CCCS(=O)(=O)NC1=C(C(=C(C=C1)F)C(=O)C2=CNC3=C2C=C(C=N3)C4=CC=C(C=C4)Cl)F. Drug 2: CC(C)NC(=O)C1=CC=C(C=C1)CNNC.Cl. Cell line: OVCAR-8. Synergy scores: CSS=-7.82, Synergy_ZIP=3.46, Synergy_Bliss=-2.41, Synergy_Loewe=-4.42, Synergy_HSA=-4.74. (4) Drug 1: CC=C1C(=O)NC(C(=O)OC2CC(=O)NC(C(=O)NC(CSSCCC=C2)C(=O)N1)C(C)C)C(C)C. Drug 2: C1=NC(=NC(=O)N1C2C(C(C(O2)CO)O)O)N. Cell line: HS 578T. Synergy scores: CSS=66.3, Synergy_ZIP=-0.339, Synergy_Bliss=1.17, Synergy_Loewe=-10.2, Synergy_HSA=1.09. (5) Drug 1: CN1C2=C(C=C(C=C2)N(CCCl)CCCl)N=C1CCCC(=O)O.Cl. Drug 2: C1C(C(OC1N2C=NC3=C2NC=NCC3O)CO)O. Cell line: UACC62. Synergy scores: CSS=4.18, Synergy_ZIP=-0.454, Synergy_Bliss=1.07, Synergy_Loewe=0.863, Synergy_HSA=0.499. (6) Drug 1: CN1CCC(CC1)COC2=C(C=C3C(=C2)N=CN=C3NC4=C(C=C(C=C4)Br)F)OC. Drug 2: C1C(C(OC1N2C=NC3=C2NC=NCC3O)CO)O. Cell line: HL-60(TB). Synergy scores: CSS=-0.203, Synergy_ZIP=7.68, Synergy_Bliss=4.34, Synergy_Loewe=-1.66, Synergy_HSA=-3.11. (7) Drug 1: CC12CCC3C(C1CCC2NC(=O)OCC(F)(F)F)CCC4C3(C=CC(=O)N4C)C. Drug 2: C1CC(C1)(C(=O)O)C(=O)O.[NH2-].[NH2-].[Pt+2]. Cell line: HT29. Synergy scores: CSS=21.2, Synergy_ZIP=-0.631, Synergy_Bliss=3.95, Synergy_Loewe=1.50, Synergy_HSA=3.55.